From a dataset of Forward reaction prediction with 1.9M reactions from USPTO patents (1976-2016). Predict the product of the given reaction. The product is: [CH2:1]([O:8][C:9]1[CH:14]=[CH:13][C:12]([C:15]([C:20]2[CH:33]=[CH:32][C:23]([O:24][CH2:25][C:26](=[O:27])[CH:36]([CH3:38])[CH3:37])=[C:22]([CH3:34])[CH:21]=2)([CH2:18][CH3:19])[CH2:16][CH3:17])=[CH:11][C:10]=1[CH3:35])[C:2]1[CH:3]=[CH:4][CH:5]=[CH:6][CH:7]=1. Given the reactants [CH2:1]([O:8][C:9]1[CH:14]=[CH:13][C:12]([C:15]([C:20]2[CH:33]=[CH:32][C:23]([O:24][CH2:25][C:26](N(OC)C)=[O:27])=[C:22]([CH3:34])[CH:21]=2)([CH2:18][CH3:19])[CH2:16][CH3:17])=[CH:11][C:10]=1[CH3:35])[C:2]1[CH:7]=[CH:6][CH:5]=[CH:4][CH:3]=1.[CH:36]([Mg]Cl)([CH3:38])[CH3:37], predict the reaction product.